This data is from Forward reaction prediction with 1.9M reactions from USPTO patents (1976-2016). The task is: Predict the product of the given reaction. Given the reactants [CH3:1][NH:2][C:3]1[CH:8]=[CH:7][N:6]2[CH:9]=[C:10]([C:12]3[CH:17]=[CH:16][C:15]([OH:18])=[CH:14][CH:13]=3)[N:11]=[C:5]2[CH:4]=1.Br[CH2:20][CH2:21][F:22].C([O-])([O-])=O.[Cs+].[Cs+], predict the reaction product. The product is: [F:22][CH2:21][CH2:20][O:18][C:15]1[CH:16]=[CH:17][C:12]([C:10]2[N:11]=[C:5]3[CH:4]=[C:3]([NH:2][CH3:1])[CH:8]=[CH:7][N:6]3[CH:9]=2)=[CH:13][CH:14]=1.